From a dataset of Catalyst prediction with 721,799 reactions and 888 catalyst types from USPTO. Predict which catalyst facilitates the given reaction. (1) Reactant: [OH:1][C:2]1[CH:11]=[CH:10][C:5]([C:6]([O:8][CH3:9])=[O:7])=[CH:4][C:3]=1[C:12]([F:15])([F:14])[F:13].C(=O)([O-])[O-].[Cs+].[Cs+].Cl[CH2:23][F:24]. Product: [F:24][CH2:23][O:1][C:2]1[CH:11]=[CH:10][C:5]([C:6]([O:8][CH3:9])=[O:7])=[CH:4][C:3]=1[C:12]([F:13])([F:14])[F:15]. The catalyst class is: 3. (2) Reactant: [Si:1]([O:8][C@@H:9]1[C@H:13]([CH2:14][O:15][Si](C(C)(C)C)(C)C)[CH2:12][C@@H:11]([N:23]2[C:27]3[N:28]=[CH:29][N:30]=[C:31]([Cl:32])[C:26]=3[CH:25]=[CH:24]2)[CH2:10]1)([C:4]([CH3:7])([CH3:6])[CH3:5])([CH3:3])[CH3:2].Cl.[C:34](=O)(O)[O-].[Na+]. Product: [Si:1]([O:8][C@H:9]1[CH2:10][C@H:11]([N:23]2[C:27]3[N:28]=[C:29]([CH3:34])[N:30]=[C:31]([Cl:32])[C:26]=3[CH:25]=[CH:24]2)[CH2:12][C@H:13]1[CH2:14][OH:15])([C:4]([CH3:7])([CH3:5])[CH3:6])([CH3:3])[CH3:2]. The catalyst class is: 8. (3) Reactant: [C:1]([C:4]1[CH:9]=[CH:8][C:7](OS(C(F)(F)F)(=O)=O)=[CH:6][C:5]=1[CH3:18])(=[O:3])[CH3:2].[F:19][C:20]([F:31])([F:30])[C:21]1[CH:26]=[CH:25][C:24](B(O)O)=[CH:23][CH:22]=1.C(=O)([O-])[O-].[K+].[K+].CCOC(C)=O.CCCCCC. Product: [CH3:18][C:5]1[CH:6]=[C:7]([C:24]2[CH:25]=[CH:26][C:21]([C:20]([F:31])([F:30])[F:19])=[CH:22][CH:23]=2)[CH:8]=[CH:9][C:4]=1[C:1](=[O:3])[CH3:2]. The catalyst class is: 70. (4) The catalyst class is: 389. Reactant: [CH2:1]([CH:3]1[CH2:8][CH2:7][CH2:6][CH2:5][NH:4]1)[CH3:2].[C:9]([O:13][C:14](O[C:14]([O:13][C:9]([CH3:12])([CH3:11])[CH3:10])=[O:15])=[O:15])([CH3:12])([CH3:11])[CH3:10].O1CCOCC1. Product: [C:9]([O:13][C:14]([N:4]1[CH2:5][CH2:6][CH2:7][CH2:8][CH:3]1[CH2:1][CH3:2])=[O:15])([CH3:12])([CH3:11])[CH3:10]. (5) Reactant: [CH3:1][O:2][C:3]1[CH:12]=[C:11]2[C:6]([N:7]=[CH:8][C:9](=[O:13])[NH:10]2)=[CH:5][CH:4]=1.[H-].[Li+].Br[CH2:17][CH2:18][CH:19]([O:22][CH3:23])[O:20][CH3:21].[I-].[Na+]. Product: [CH3:21][O:20][CH:19]([O:22][CH3:23])[CH2:18][CH2:17][N:10]1[C:11]2[C:6](=[CH:5][CH:4]=[C:3]([O:2][CH3:1])[CH:12]=2)[N:7]=[CH:8][C:9]1=[O:13]. The catalyst class is: 42. (6) Reactant: [C:1]1([NH:7][C:8]([NH2:10])=[O:9])[CH:6]=[CH:5][CH:4]=[CH:3][CH:2]=1.Cl[C:12]([S:14](Cl)(=O)=O)=[O:13]. Product: [C:1]1([N:7]2[C:8](=[O:9])[NH:10][C:12](=[O:13])[S:14]2)[CH:6]=[CH:5][CH:4]=[CH:3][CH:2]=1. The catalyst class is: 1. (7) Reactant: [Cl:1][C:2]1[C:7]([O:8][CH3:9])=[CH:6][C:5]([O:10][CH3:11])=[C:4]([Cl:12])[C:3]=1[C:13]1[C:26](=[O:27])[N:25]([CH2:28][CH2:29][O:30][CH:31]2[CH2:36][CH2:35][N:34]([C:37]([O:39][C:40]([CH3:43])([CH3:42])[CH3:41])=[O:38])[CH2:33][CH2:32]2)[C:16]2[N:17]=[C:18](S(C)(=O)=O)[N:19]=[CH:20][C:15]=2[CH:14]=1.[NH2:44][CH2:45][C:46]([CH3:49])([OH:48])[CH3:47]. Product: [Cl:1][C:2]1[C:7]([O:8][CH3:9])=[CH:6][C:5]([O:10][CH3:11])=[C:4]([Cl:12])[C:3]=1[C:13]1[C:26](=[O:27])[N:25]([CH2:28][CH2:29][O:30][CH:31]2[CH2:36][CH2:35][N:34]([C:37]([O:39][C:40]([CH3:43])([CH3:42])[CH3:41])=[O:38])[CH2:33][CH2:32]2)[C:16]2[N:17]=[C:18]([NH:44][CH2:45][C:46]([OH:48])([CH3:49])[CH3:47])[N:19]=[CH:20][C:15]=2[CH:14]=1. The catalyst class is: 218.